Dataset: Full USPTO retrosynthesis dataset with 1.9M reactions from patents (1976-2016). Task: Predict the reactants needed to synthesize the given product. Given the product [NH2:19][C:5]1[CH:4]=[C:3]([C:1]#[N:2])[CH:8]=[CH:7][C:6]=1[NH:9][C:10](=[O:18])[CH2:11][C:12]1[CH:13]=[CH:14][CH:15]=[CH:16][CH:17]=1, predict the reactants needed to synthesize it. The reactants are: [C:1]([C:3]1[CH:8]=[CH:7][C:6]([NH:9][C:10](=[O:18])[CH2:11][C:12]2[CH:17]=[CH:16][CH:15]=[CH:14][CH:13]=2)=[C:5]([N+:19]([O-])=O)[CH:4]=1)#[N:2].